Dataset: Reaction yield outcomes from USPTO patents with 853,638 reactions. Task: Predict the reaction yield, written as a fraction of the theoretical maximum amount of product (1.0 means a 100% yield; for example, 0.34 means a 34% yield). The yield is 0.480. The reactants are C1C(=O)N(OC(ON2C(=O)CCC2=O)=O)[C:3](=[O:4])C1.[NH2:19][C:20]1[CH:25]=[C:24]([O:26][CH3:27])[CH:23]=[CH:22][C:21]=1[NH:28][C:29]([NH:31][C:32]1[CH:37]=[CH:36][CH:35]=[CH:34][CH:33]=1)=[O:30]. The product is [C:32]1([NH:31][C:29]([N:28]2[C:21]3[CH:22]=[CH:23][C:24]([O:26][CH3:27])=[CH:25][C:20]=3[NH:19][C:3]2=[O:4])=[O:30])[CH:33]=[CH:34][CH:35]=[CH:36][CH:37]=1. The catalyst is C(#N)C.